From a dataset of Forward reaction prediction with 1.9M reactions from USPTO patents (1976-2016). Predict the product of the given reaction. (1) Given the reactants Cl[C:2]1[CH:7]=[C:6]([N:8]([CH2:17][O:18][CH2:19][CH2:20][Si:21]([CH3:24])([CH3:23])[CH3:22])[CH2:9][O:10][CH2:11][CH2:12][Si:13]([CH3:16])([CH3:15])[CH3:14])[N:5]2[N:25]=[CH:26][CH:27]=[C:4]2[N:3]=1.[CH2:28]([O:35][CH2:36][C:37]1([C:52]([O:54][CH2:55][CH3:56])=[O:53])[CH2:42][CH2:41][C:40](B2OC(C)(C)C(C)(C)O2)=[CH:39][CH2:38]1)[C:29]1[CH:34]=[CH:33][CH:32]=[CH:31][CH:30]=1.[O-]P([O-])([O-])=O.[K+].[K+].[K+], predict the reaction product. The product is: [CH2:28]([O:35][CH2:36][C:37]1([C:52]([O:54][CH2:55][CH3:56])=[O:53])[CH2:42][CH2:41][C:40]([C:2]2[CH:7]=[C:6]([N:8]([CH2:17][O:18][CH2:19][CH2:20][Si:21]([CH3:24])([CH3:23])[CH3:22])[CH2:9][O:10][CH2:11][CH2:12][Si:13]([CH3:16])([CH3:15])[CH3:14])[N:5]3[N:25]=[CH:26][CH:27]=[C:4]3[N:3]=2)=[CH:39][CH2:38]1)[C:29]1[CH:34]=[CH:33][CH:32]=[CH:31][CH:30]=1. (2) Given the reactants C(C1N[CH2:27][C:11]2[N:12]=[CH:13][N:14]=[C:15]([NH:16][C:17]3[CH:26]=[CH:25][C:20]4[O:21][CH2:22][CH2:23][O:24][C:19]=4[CH:18]=3)[C:10]=2[CH2:9]1)C1C=CC=CC=1.C([O-])=O.[NH4+:32].[CH3:33]O, predict the reaction product. The product is: [O:21]1[CH2:22][CH2:23][O:24][C:19]2[CH:18]=[C:17]([NH:16][C:15]3[C:10]4[CH2:9][NH:32][CH2:33][CH2:27][C:11]=4[N:12]=[CH:13][N:14]=3)[CH:26]=[CH:25][C:20]1=2. (3) Given the reactants [C:1](Cl)(=[O:5])[CH:2]([CH3:4])[CH3:3].[NH2:7][C:8]1[N:13]=[CH:12][C:11]([CH2:14][O:15][C:16]2[CH:17]=[N:18][C:19]([N:22]3[CH2:27][CH2:26][N:25]([C:28]([O:30][C:31]([CH3:34])([CH3:33])[CH3:32])=[O:29])[CH2:24][CH2:23]3)=[N:20][CH:21]=2)=[CH:10][N:9]=1.N1C=CC=CC=1, predict the reaction product. The product is: [C:1]([NH:7][C:8]1[N:9]=[CH:10][C:11]([CH2:14][O:15][C:16]2[CH:17]=[N:18][C:19]([N:22]3[CH2:27][CH2:26][N:25]([C:28]([O:30][C:31]([CH3:34])([CH3:33])[CH3:32])=[O:29])[CH2:24][CH2:23]3)=[N:20][CH:21]=2)=[CH:12][N:13]=1)(=[O:5])[CH:2]([CH3:4])[CH3:3]. (4) Given the reactants [OH:1][C@H:2]1[CH2:7][CH2:6][C@H:5]([C:8]([N:10]([O:12][CH3:13])[CH3:11])=[O:9])[CH2:4][CH2:3]1.N1C=CN=C1.[C:19]([Si:23]([CH3:26])([CH3:25])Cl)([CH3:22])([CH3:21])[CH3:20], predict the reaction product. The product is: [Si:23]([O:1][C@H:2]1[CH2:7][CH2:6][C@H:5]([C:8]([N:10]([O:12][CH3:13])[CH3:11])=[O:9])[CH2:4][CH2:3]1)([C:19]([CH3:22])([CH3:21])[CH3:20])([CH3:26])[CH3:25]. (5) Given the reactants [C:1]1([C:7]2[NH:8][C:9]3[C:14]([CH:15]=2)=[CH:13][CH:12]=[CH:11][CH:10]=3)[CH:6]=[CH:5][CH:4]=[CH:3][CH:2]=1.[C:16](Cl)(=[O:18])[CH3:17].[Sn](Cl)(Cl)(Cl)Cl, predict the reaction product. The product is: [C:16]([C:15]1[C:14]2[C:9](=[CH:10][CH:11]=[CH:12][CH:13]=2)[NH:8][C:7]=1[C:1]1[CH:6]=[CH:5][CH:4]=[CH:3][CH:2]=1)(=[O:18])[CH3:17].